This data is from NCI-60 drug combinations with 297,098 pairs across 59 cell lines. The task is: Regression. Given two drug SMILES strings and cell line genomic features, predict the synergy score measuring deviation from expected non-interaction effect. (1) Drug 1: CCCS(=O)(=O)NC1=C(C(=C(C=C1)F)C(=O)C2=CNC3=C2C=C(C=N3)C4=CC=C(C=C4)Cl)F. Drug 2: COCCOC1=C(C=C2C(=C1)C(=NC=N2)NC3=CC=CC(=C3)C#C)OCCOC.Cl. Cell line: NCI-H522. Synergy scores: CSS=42.9, Synergy_ZIP=10.6, Synergy_Bliss=11.2, Synergy_Loewe=-1.41, Synergy_HSA=11.1. (2) Drug 1: CC1CCC2CC(C(=CC=CC=CC(CC(C(=O)C(C(C(=CC(C(=O)CC(OC(=O)C3CCCCN3C(=O)C(=O)C1(O2)O)C(C)CC4CCC(C(C4)OC)OCCO)C)C)O)OC)C)C)C)OC. Drug 2: C1CN(P(=O)(OC1)NCCCl)CCCl. Cell line: NCIH23. Synergy scores: CSS=10.4, Synergy_ZIP=0.643, Synergy_Bliss=3.23, Synergy_Loewe=8.04, Synergy_HSA=3.40.